Dataset: Reaction yield outcomes from USPTO patents with 853,638 reactions. Task: Predict the reaction yield, written as a fraction of the theoretical maximum amount of product (1.0 means a 100% yield; for example, 0.34 means a 34% yield). (1) The reactants are Br[CH:2]1[C:9]2[CH:10]=[CH:11][CH:12]=[CH:13][C:8]=2[CH2:7][CH:6]([OH:14])[C:5]2[CH:15]=[CH:16][CH:17]=[CH:18][C:4]=2[CH:3]1Br.C([N-]C(C)C)(C)C.[Li+]. The catalyst is O1CCCC1. The product is [CH:18]1[C:4]2[C:3]#[C:2][C:9]3[CH:10]=[CH:11][CH:12]=[CH:13][C:8]=3[CH2:7][CH:6]([OH:14])[C:5]=2[CH:15]=[CH:16][CH:17]=1. The yield is 0.570. (2) The reactants are [Cl:1][C:2]1[C:3]([S:11][C:12]2[CH:13]=[C:14]([CH3:18])[CH:15]=[CH:16][CH:17]=2)=[CH:4][C:5]2[N:9]=[CH:8][NH:7][C:6]=2[CH:10]=1.CCN(C(C)C)C(C)C.Cl[CH2:29][O:30][CH2:31][CH2:32][O:33][CH3:34]. The catalyst is C1COCC1. The product is [Cl:1][C:2]1[C:3]([S:11][C:12]2[CH:13]=[C:14]([CH3:18])[CH:15]=[CH:16][CH:17]=2)=[CH:4][C:5]2[N:9]=[CH:8][N:7]([CH2:29][O:30][CH2:31][CH2:32][O:33][CH3:34])[C:6]=2[CH:10]=1. The yield is 0.670. (3) The reactants are Br[C:2]1[CH:3]=[N:4][C:5]([Cl:8])=[N:6][CH:7]=1.[C:9]([C:11]1[CH:12]=[C:13]([CH:15]=[CH:16][CH:17]=1)[NH2:14])#[CH:10]. The catalyst is CCN(C(C)C)C(C)C.[Pd]. The product is [Cl:8][C:5]1[N:4]=[CH:3][C:2]([C:10]#[C:9][C:11]2[CH:12]=[C:13]([NH2:14])[CH:15]=[CH:16][CH:17]=2)=[CH:7][N:6]=1. The yield is 0.280. (4) The reactants are [CH:1]([C:3]1[CH:11]=[CH:10][C:6]([C:7]([OH:9])=[O:8])=[CH:5][C:4]=1[OH:12])=[O:2].S(Cl)(Cl)=O.[CH3:17]O. No catalyst specified. The product is [CH:1]([C:3]1[CH:11]=[CH:10][C:6]([C:7]([O:9][CH3:17])=[O:8])=[CH:5][C:4]=1[OH:12])=[O:2]. The yield is 0.850. (5) The catalyst is C1COCC1. The yield is 0.980. The reactants are [NH:1]1[CH:5]=[CH:4][C:3]([C:6]2[CH:7]=[C:8]([P:12]([C:19]3[CH:24]=[CH:23][CH:22]=[CH:21][CH:20]=3)[C:13]3[CH:18]=[CH:17][CH:16]=[CH:15][CH:14]=3)[CH:9]=[CH:10][CH:11]=2)=[N:2]1.[H-].[Na+].[H][H].[CH2:29](Br)[CH:30]=[CH2:31]. The product is [CH2:31]([N:1]1[CH:5]=[CH:4][C:3]([C:6]2[CH:7]=[C:8]([P:12]([C:13]3[CH:18]=[CH:17][CH:16]=[CH:15][CH:14]=3)[C:19]3[CH:20]=[CH:21][CH:22]=[CH:23][CH:24]=3)[CH:9]=[CH:10][CH:11]=2)=[N:2]1)[CH:30]=[CH2:29]. (6) The reactants are [CH3:1][O:2][C:3]([N:5]1[CH2:10][CH2:9][CH:8](C(O)=O)[CH2:7][CH:6]1[C:14]1[CH:19]=[C:18]([F:20])[C:17]([F:21])=[C:16]([F:22])[CH:15]=1)=[O:4].N1(C(N2C=CN=C2)=O)C=CN=C1.[CH2:35]([O:37][C:38](=[O:43])[CH2:39][C:40]([O-:42])=[O:41])[CH3:36].[K+].[Cl-].[Mg+2].[Cl-].Cl. The catalyst is CN1C2C(N=C(N)NC=2NCC1CNC1C=CC(C(NC(C(O)=O)CCC(O)=O)=O)=CC=1)=O.CCCCCCC.CCOC(C)=O.O.CC(OC)(C)C. The product is [CH2:35]([O:37][C:38](=[O:43])[CH2:39][C:40]([C@@H:8]1[CH2:9][CH2:10][N:5]([C:3]([O:2][CH3:1])=[O:4])[C@@H:6]([C:14]2[CH:15]=[C:16]([F:22])[C:17]([F:21])=[C:18]([F:20])[CH:19]=2)[CH2:7]1)=[O:41])[CH3:36].[CH2:35]([O:37][C:38](=[O:43])[CH2:39][C:40]([C@H:8]1[CH2:9][CH2:10][N:5]([C:3]([O:2][CH3:1])=[O:4])[C@@H:6]([C:14]2[CH:15]=[C:16]([F:22])[C:17]([F:21])=[C:18]([F:20])[CH:19]=2)[CH2:7]1)=[O:42])[CH3:36]. The yield is 0.0250.